From a dataset of Reaction yield outcomes from USPTO patents with 853,638 reactions. Predict the reaction yield, written as a fraction of the theoretical maximum amount of product (1.0 means a 100% yield; for example, 0.34 means a 34% yield). (1) The catalyst is C1COCC1. The product is [CH3:1][N:2]([C:3]1[CH:8]=[CH:7][CH:6]=[CH:5][CH:4]=1)[C:16]1[CH:24]=[CH:23][C:19]2[O:20][CH2:21][O:22][C:18]=2[CH:17]=1. The reactants are [CH3:1][N:2](C)[C:3]1[CH:8]=[CH:7][CH:6]=[CH:5][CH:4]=1.FC(F)(F)S(O[C:16]1[C:24]([Si](C)(C)C)=[CH:23][C:19]2[O:20][CH2:21][O:22][C:18]=2[CH:17]=1)(=O)=O.[F-].[K+].C1OCCOCCOCCOCCOCCOC1. The yield is 0.940. (2) The reactants are [C:1]([O:5][C:6]([N:8]1[CH2:13][CH2:12][C:11]([CH2:15][C:16]([OH:18])=O)([CH3:14])[CH2:10][CH2:9]1)=[O:7])([CH3:4])([CH3:3])[CH3:2].CCN=C=NCCCN(C)C.C1C=CC2N(O)N=NC=2C=1.CCN(C(C)C)C(C)C.Cl.Cl.[CH:51]1([CH2:59][NH:60][C:61]([N:63]2[CH2:71][C:70]3[CH:69]=[CH:68][N:67]=[CH:66][C:65]=3[CH2:64]2)=[O:62])[C:53]2([CH2:58][CH2:57][NH:56][CH2:55][CH2:54]2)[CH2:52]1. The catalyst is CN(C=O)C.C(OCC)(=O)C. The product is [CH3:14][C:11]1([CH2:15][C:16](=[O:18])[N:56]2[CH2:57][CH2:58][C:53]3([CH:51]([CH2:59][NH:60][C:61]([N:63]4[CH2:71][C:70]5[CH:69]=[CH:68][N:67]=[CH:66][C:65]=5[CH2:64]4)=[O:62])[CH2:52]3)[CH2:54][CH2:55]2)[CH2:10][CH2:9][N:8]([C:6]([O:5][C:1]([CH3:2])([CH3:3])[CH3:4])=[O:7])[CH2:13][CH2:12]1. The yield is 0.480. (3) The reactants are [F:1][C:2]([F:7])([F:6])[C:3]([OH:5])=[O:4].CC(C)(C)[CH2:10][NH:11][CH2:12][C:13]1[O:17][CH:16]=[C:15]([C:18]2[CH:19]=[C:20]3[C:24](=[C:25]([C:27]([NH2:29])=[O:28])[CH:26]=2)[NH:23][CH:22]=[C:21]3[CH:30]2[CH2:35][CH2:34][N:33]([S:36]([CH2:39][CH3:40])(=[O:38])=[O:37])[CH2:32][CH2:31]2)[CH:14]=1.[CH3:43][C:44](C)(C)CN. The yield is 0.120. No catalyst specified. The product is [F:1][C:2]([F:7])([F:6])[C:3]([OH:5])=[O:4].[CH2:10]([N:11]([CH2:12][C:13]1[O:17][CH:16]=[C:15]([C:18]2[CH:19]=[C:20]3[C:24](=[C:25]([C:27]([NH2:29])=[O:28])[CH:26]=2)[NH:23][CH:22]=[C:21]3[CH:30]2[CH2:35][CH2:34][N:33]([S:36]([CH2:39][CH3:40])(=[O:37])=[O:38])[CH2:32][CH2:31]2)[CH:14]=1)[CH2:43][CH3:44])[CH3:2]. (4) The reactants are Br[C:2]1[CH:3]=[C:4]([CH:8]([C:23]2([OH:29])[CH2:28][CH2:27][CH2:26][CH2:25][CH2:24]2)[CH2:9][N:10]2[CH2:15][CH2:14][N:13]([C:16]([O:18][C:19]([CH3:22])([CH3:21])[CH3:20])=[O:17])[CH2:12][CH2:11]2)[CH:5]=[CH:6][CH:7]=1.[CH2:30]([Sn](CCCC)(CCCC)C=C)[CH2:31]CC. The catalyst is C1(C)C=CC=CC=1.C1C=CC([P]([Pd]([P](C2C=CC=CC=2)(C2C=CC=CC=2)C2C=CC=CC=2)([P](C2C=CC=CC=2)(C2C=CC=CC=2)C2C=CC=CC=2)[P](C2C=CC=CC=2)(C2C=CC=CC=2)C2C=CC=CC=2)(C2C=CC=CC=2)C2C=CC=CC=2)=CC=1. The product is [OH:29][C:23]1([CH:8]([C:4]2[CH:5]=[CH:6][CH:7]=[C:2]([CH:30]=[CH2:31])[CH:3]=2)[CH2:9][N:10]2[CH2:15][CH2:14][N:13]([C:16]([O:18][C:19]([CH3:22])([CH3:21])[CH3:20])=[O:17])[CH2:12][CH2:11]2)[CH2:28][CH2:27][CH2:26][CH2:25][CH2:24]1. The yield is 0.900. (5) No catalyst specified. The reactants are [CH3:1][C@H:2]1[O:7][C@@H:6]([CH3:8])[CH2:5][N:4]([C:9]2[CH:14]=[CH:13][C:12]([C:15]3[NH:34][C:18]4=[N:19][CH:20]=[CH:21][C:22]([C:23]5[C:28]6[CH2:29][O:30][C:31](=[O:33])[NH:32][C:27]=6[CH:26]=[CH:25][CH:24]=5)=[C:17]4[N:16]=3)=[CH:11][CH:10]=2)[CH2:3]1.[C:35]([C:39]1[O:43][N:42]=[C:41](C(OCC)=O)[N:40]=1)([CH3:38])([CH3:37])[CH3:36]. The yield is 0.190. The product is [C:35]([C:39]1[O:43][N:42]=[C:41]([C:31]([NH:32][C:27]2[CH:26]=[CH:25][CH:24]=[C:23]([C:22]3[CH:21]=[CH:20][N:19]=[C:18]4[NH:34][C:15]([C:12]5[CH:11]=[CH:10][C:9]([N:4]6[CH2:3][C@H:2]([CH3:1])[O:7][C@H:6]([CH3:8])[CH2:5]6)=[CH:14][CH:13]=5)=[N:16][C:17]=34)[C:28]=2[CH2:29][OH:30])=[O:33])[N:40]=1)([CH3:38])([CH3:37])[CH3:36]. (6) The reactants are [Cl-].O[NH3+:3].[C:4](=[O:7])([O-])[OH:5].[Na+].CS(C)=O.[CH3:13][O:14][CH:15]1[CH2:20][CH2:19][CH2:18][CH2:17][CH:16]1[N:21]1[C:26](=[O:27])[C:25]([CH2:28][C:29]2[CH:34]=[CH:33][C:32]([C:35]3[C:36]([C:41]#[N:42])=[CH:37][CH:38]=[CH:39][CH:40]=3)=[CH:31][CH:30]=2)=[C:24]([CH2:43][CH2:44][CH3:45])[N:23]2[N:46]=[C:47]([CH3:49])[N:48]=[C:22]12. The catalyst is C(OCC)(=O)C. The product is [CH3:13][O:14][CH:15]1[CH2:20][CH2:19][CH2:18][CH2:17][CH:16]1[N:21]1[C:26](=[O:27])[C:25]([CH2:28][C:29]2[CH:34]=[CH:33][C:32]([C:35]3[CH:40]=[CH:39][CH:38]=[CH:37][C:36]=3[C:41]3[NH:3][C:4](=[O:7])[O:5][N:42]=3)=[CH:31][CH:30]=2)=[C:24]([CH2:43][CH2:44][CH3:45])[N:23]2[N:46]=[C:47]([CH3:49])[N:48]=[C:22]12. The yield is 0.530.